This data is from Reaction yield outcomes from USPTO patents with 853,638 reactions. The task is: Predict the reaction yield, written as a fraction of the theoretical maximum amount of product (1.0 means a 100% yield; for example, 0.34 means a 34% yield). (1) The reactants are CC(N=NC(C#N)(C)C)(C#N)C.C1C(=O)N([Br:20])C(=O)C1.[CH3:21][C:22]1[C:30]2[C:25](=[CH:26][CH:27]=[CH:28][CH:29]=2)[N:24]([C:31]2[CH:38]=[CH:37][CH:36]=[CH:35][C:32]=2[C:33]#[N:34])[N:23]=1. The catalyst is C(Cl)(Cl)(Cl)Cl. The product is [Br:20][CH2:21][C:22]1[C:30]2[C:25](=[CH:26][CH:27]=[CH:28][CH:29]=2)[N:24]([C:31]2[CH:38]=[CH:37][CH:36]=[CH:35][C:32]=2[C:33]#[N:34])[N:23]=1. The yield is 0.930. (2) The reactants are C([N-]C(C)C)(C)C.[Li+].[F:9][C:10]1[CH:15]=[CH:14][C:13]([CH2:16][C:17]([O:19][CH3:20])=[O:18])=[CH:12][CH:11]=1.[CH3:21][S:22][C:23]1[N:28]=[C:27]([CH:29]=[O:30])[CH:26]=[CH:25][N:24]=1. The catalyst is C1COCC1. The product is [CH3:20][O:19][C:17](=[O:18])[CH:16]([C:13]1[CH:12]=[CH:11][C:10]([F:9])=[CH:15][CH:14]=1)[CH:29]([C:27]1[CH:26]=[CH:25][N:24]=[C:23]([S:22][CH3:21])[N:28]=1)[OH:30]. The yield is 0.760. (3) The reactants are [NH2:1][C:2]1[N:7]=[CH:6][N:5]=[C:4]([O:8][C:9]2[C:10]([F:26])=[C:11]([C@H:16]([NH:19][S@@](C(C)(C)C)=O)[CH2:17][CH3:18])[CH:12]=[CH:13][C:14]=2[Cl:15])[CH:3]=1.Cl. The catalyst is CCOC(C)=O. The product is [ClH:15].[NH2:19][C@@H:16]([C:11]1[C:10]([F:26])=[C:9]([C:14]([Cl:15])=[CH:13][CH:12]=1)[O:8][C:4]1[N:5]=[CH:6][N:7]=[C:2]([NH2:1])[CH:3]=1)[CH2:17][CH3:18]. The yield is 0.700. (4) The reactants are [Cl:1][C:2]1[N:9]=[C:8]([Cl:10])[CH:7]=[CH:6][C:3]=1[C:4]#[N:5].[OH:11]S(O)(=O)=O.O.N. The catalyst is O. The product is [Cl:1][C:2]1[N:9]=[C:8]([Cl:10])[CH:7]=[CH:6][C:3]=1[C:4]([NH2:5])=[O:11]. The yield is 0.730. (5) The reactants are Br[C:2]1[C:15]2[C:16]3=[C:17]4[C:12](=[CH:13][CH:14]=2)[CH:11]=[CH:10][CH:9]=[C:8]4[CH:7]=[CH:6][C:5]3=[CH:4][CH:3]=1.[C:18]1([NH2:24])[CH:23]=[CH:22][CH:21]=[CH:20][CH:19]=1.P(C(C)(C)C)(C(C)(C)C)C(C)(C)C.CC(C)([O-])C.[Na+]. The catalyst is C1C=CC(/C=C/C(/C=C/C2C=CC=CC=2)=O)=CC=1.C1C=CC(/C=C/C(/C=C/C2C=CC=CC=2)=O)=CC=1.[Pd].C1(C)C=CC=CC=1. The product is [C:18]1([NH:24][C:2]2[C:15]3[C:16]4=[C:17]5[C:12](=[CH:13][CH:14]=3)[CH:11]=[CH:10][CH:9]=[C:8]5[CH:7]=[CH:6][C:5]4=[CH:4][CH:3]=2)[CH:23]=[CH:22][CH:21]=[CH:20][CH:19]=1. The yield is 0.890.